Dataset: Peptide-MHC class I binding affinity with 185,985 pairs from IEDB/IMGT. Task: Regression. Given a peptide amino acid sequence and an MHC pseudo amino acid sequence, predict their binding affinity value. This is MHC class I binding data. (1) The peptide sequence is KLPTLFGRGV. The MHC is HLA-A02:03 with pseudo-sequence HLA-A02:03. The binding affinity (normalized) is 0.678. (2) The peptide sequence is LMIFISSFLL. The MHC is HLA-A33:01 with pseudo-sequence HLA-A33:01. The binding affinity (normalized) is 0.394. (3) The peptide sequence is TMMRHRREL. The MHC is HLA-B27:05 with pseudo-sequence HLA-B27:05. The binding affinity (normalized) is 0.0847. (4) The peptide sequence is FPFKYAAAF. The MHC is HLA-C06:02 with pseudo-sequence HLA-C06:02. The binding affinity (normalized) is 0.289.